Dataset: Catalyst prediction with 721,799 reactions and 888 catalyst types from USPTO. Task: Predict which catalyst facilitates the given reaction. Reactant: C(OC([N:8]1[CH:17]([C:18]#[N:19])[CH2:16][CH2:15][C@H:9]1[C:10]([O:12][CH2:13][CH3:14])=[O:11])=O)(C)(C)C.[F:20][C:21]([F:26])([F:25])[C:22]([OH:24])=[O:23]. Product: [F:20][C:21]([F:26])([F:25])[C:22]([OH:24])=[O:23].[C:18]([CH:17]1[NH:8][C@H:9]([C:10]([O:12][CH2:13][CH3:14])=[O:11])[CH2:15][CH2:16]1)#[N:19]. The catalyst class is: 2.